From a dataset of Reaction yield outcomes from USPTO patents with 853,638 reactions. Predict the reaction yield, written as a fraction of the theoretical maximum amount of product (1.0 means a 100% yield; for example, 0.34 means a 34% yield). The reactants are [CH3:1][O:2][C:3]1[CH:8]=[CH:7][C:6]([C:9]2[CH:10]=[C:11]3[C:15](=[CH:16][CH:17]=2)[NH:14][C:13]2[N:18]=[CH:19][C:20]([C:22]4[CH:27]=[CH:26][CH:25]=[C:24]([N+:28]([O-])=O)[CH:23]=4)=[CH:21][C:12]3=2)=[CH:5][CH:4]=1.CO. The catalyst is C1COCC1.[Pd]. The product is [CH3:1][O:2][C:3]1[CH:4]=[CH:5][C:6]([C:9]2[CH:10]=[C:11]3[C:15](=[CH:16][CH:17]=2)[NH:14][C:13]2[N:18]=[CH:19][C:20]([C:22]4[CH:23]=[C:24]([NH2:28])[CH:25]=[CH:26][CH:27]=4)=[CH:21][C:12]3=2)=[CH:7][CH:8]=1. The yield is 0.790.